This data is from Full USPTO retrosynthesis dataset with 1.9M reactions from patents (1976-2016). The task is: Predict the reactants needed to synthesize the given product. Given the product [S:1]1[C:5]2[CH:6]=[CH:7][CH:8]=[CH:9][C:4]=2[N:3]=[C:2]1[C:10]1[C:11](=[O:133])[O:12][C:13]2[C:18]([CH:19]=1)=[CH:17][CH:16]=[C:15]([N:20]([CH2:24][C:25]1[N:26]=[N:27][N:28]([CH2:30][O:31][CH2:32][CH2:33][O:34][CH2:35][CH2:36][O:37][C:38]3[CH:39]=[C:40]([CH:54]=[C:55]([O:95][CH2:96][CH2:97][O:98][CH2:99][CH2:100][O:101][CH2:102][N:103]4[CH:107]=[C:106]([CH2:108][N:109]([C:113]5[CH:122]=[C:121]6[C:116]([CH:117]=[C:118]([C:124]7[S:125][C:126]8[CH:132]=[CH:131][CH:130]=[CH:129][C:127]=8[N:128]=7)[C:119](=[O:123])[O:120]6)=[CH:115][CH:114]=5)[CH:110]([CH3:112])[CH3:111])[N:105]=[N:104]4)[C:56]=3[O:57][CH2:58][CH2:59][O:60][CH2:61][CH2:62][O:63][CH2:64][N:65]3[CH:69]=[C:68]([CH2:70][N:71]([C:75]4[CH:84]=[C:83]5[C:78]([CH:79]=[C:80]([C:86]6[S:87][C:88]7[CH:94]=[CH:93][CH:92]=[CH:91][C:89]=7[N:90]=6)[C:81](=[O:85])[O:82]5)=[CH:77][CH:76]=4)[CH:72]([CH3:74])[CH3:73])[N:67]=[N:66]3)[C:41]([NH:43][CH2:44][C:45]3[CH:46]=[CH:47][C:48]([C:49]([O:51][N:135]4[C:139](=[O:140])[CH2:138][CH2:137][C:136]4=[O:141])=[O:50])=[CH:52][CH:53]=3)=[O:42])[CH:29]=1)[CH:21]([CH3:23])[CH3:22])[CH:14]=2, predict the reactants needed to synthesize it. The reactants are: [S:1]1[C:5]2[CH:6]=[CH:7][CH:8]=[CH:9][C:4]=2[N:3]=[C:2]1[C:10]1[C:11](=[O:133])[O:12][C:13]2[C:18]([CH:19]=1)=[CH:17][CH:16]=[C:15]([N:20]([CH2:24][C:25]1[N:26]=[N:27][N:28]([CH2:30][O:31][CH2:32][CH2:33][O:34][CH2:35][CH2:36][O:37][C:38]3[CH:39]=[C:40]([CH:54]=[C:55]([O:95][CH2:96][CH2:97][O:98][CH2:99][CH2:100][O:101][CH2:102][N:103]4[CH:107]=[C:106]([CH2:108][N:109]([C:113]5[CH:122]=[C:121]6[C:116]([CH:117]=[C:118]([C:124]7[S:125][C:126]8[CH:132]=[CH:131][CH:130]=[CH:129][C:127]=8[N:128]=7)[C:119](=[O:123])[O:120]6)=[CH:115][CH:114]=5)[CH:110]([CH3:112])[CH3:111])[N:105]=[N:104]4)[C:56]=3[O:57][CH2:58][CH2:59][O:60][CH2:61][CH2:62][O:63][CH2:64][N:65]3[CH:69]=[C:68]([CH2:70][N:71]([C:75]4[CH:84]=[C:83]5[C:78]([CH:79]=[C:80]([C:86]6[S:87][C:88]7[CH:94]=[CH:93][CH:92]=[CH:91][C:89]=7[N:90]=6)[C:81](=[O:85])[O:82]5)=[CH:77][CH:76]=4)[CH:72]([CH3:74])[CH3:73])[N:67]=[N:66]3)[C:41]([NH:43][CH2:44][C:45]3[CH:53]=[CH:52][C:48]([C:49]([OH:51])=[O:50])=[CH:47][CH:46]=3)=[O:42])[CH:29]=1)[CH:21]([CH3:23])[CH3:22])[CH:14]=2.O[N:135]1[C:139](=[O:140])[CH2:138][CH2:137][C:136]1=[O:141].CCN=C=NCCCN(C)C.